This data is from Full USPTO retrosynthesis dataset with 1.9M reactions from patents (1976-2016). The task is: Predict the reactants needed to synthesize the given product. (1) Given the product [CH:15]1([NH:7][C@@H:8]2[CH2:13][CH2:12][N:11]([C:20]3[N:25]=[CH:24][C:23]([CH2:26][CH3:27])=[CH:22][N:21]=3)[CH2:10][C@@H:9]2[F:14])[CH2:16][CH2:17]1, predict the reactants needed to synthesize it. The reactants are: C(OC(=O)[N:7]([CH:15]1[CH2:17][CH2:16]1)[C@@H:8]1[CH2:13][CH2:12][NH:11][CH2:10][C@@H:9]1[F:14])(C)(C)C.Cl[C:20]1[N:25]=[CH:24][C:23]([CH2:26][CH3:27])=[CH:22][N:21]=1. (2) Given the product [F:1][C:2]1[CH:7]=[C:6]([O:8][CH2:38][C:35]2[CH:34]=[CH:33][C:32]([CH2:31][N:23]3[C:24]4[C:29](=[CH:28][CH:27]=[CH:26][CH:25]=4)[CH:30]=[C:22]3[C:16]3[CH:21]=[CH:20][CH:19]=[CH:18][CH:17]=3)=[CH:37][CH:36]=2)[CH:5]=[CH:4][C:3]=1[CH2:9][CH2:10][C:11]([OH:13])=[O:12], predict the reactants needed to synthesize it. The reactants are: [F:1][C:2]1[CH:7]=[C:6]([OH:8])[CH:5]=[CH:4][C:3]=1[CH2:9][CH2:10][C:11]([O:13]CC)=[O:12].[C:16]1([C:22]2[N:23]([CH2:31][C:32]3[CH:37]=[CH:36][C:35]([CH2:38]O)=[CH:34][CH:33]=3)[C:24]3[C:29]([CH:30]=2)=[CH:28][CH:27]=[CH:26][CH:25]=3)[CH:21]=[CH:20][CH:19]=[CH:18][CH:17]=1.C(P(CCCC)CCCC)CCC.N(C(N1CCCCC1)=O)=NC(N1CCCCC1)=O.[OH-].[Na+]. (3) Given the product [CH2:1]([O:3][C:4]([C:6]1[C:15](=[O:16])[C:14]2[C:9](=[C:10](/[CH:19]=[CH:20]\[CH2:21][C@@H:22]3[CH2:26][C@@H:25]([NH:27][C:28]([O:30][C:31]([CH3:34])([CH3:33])[CH3:32])=[O:29])[CH2:24][N:23]3[C:35]([O:37][C:38]([CH3:41])([CH3:40])[CH3:39])=[O:36])[C:11]([F:18])=[C:12]([F:17])[CH:13]=2)[N:8]([CH:42]2[CH2:43][CH2:44]2)[CH:7]=1)=[O:5])[CH3:2], predict the reactants needed to synthesize it. The reactants are: [CH2:1]([O:3][C:4]([C:6]1[C:15](=[O:16])[C:14]2[C:9](=[C:10]([C:19]#[C:20][CH2:21][C@@H:22]3[CH2:26][C@@H:25]([NH:27][C:28]([O:30][C:31]([CH3:34])([CH3:33])[CH3:32])=[O:29])[CH2:24][N:23]3[C:35]([O:37][C:38]([CH3:41])([CH3:40])[CH3:39])=[O:36])[C:11]([F:18])=[C:12]([F:17])[CH:13]=2)[N:8]([CH:42]2[CH2:44][CH2:43]2)[CH:7]=1)=[O:5])[CH3:2].[H][H]. (4) Given the product [Cl:1][C:2]1[CH:3]=[C:4]([CH2:8][NH:9][C:10]2[CH:19]=[C:18]([C:20]3[C:29]4[C:24](=[CH:25][C:26]([O:35][CH2:36][CH3:37])=[C:27]5[O:32][C:31]([CH3:34])([CH3:33])[CH2:30][C:28]5=4)[CH2:23][C:22]([CH3:38])([CH3:39])[N:21]=3)[CH:17]=[CH:16][C:11]=2[C:12]([O:14][CH3:15])=[O:13])[CH:5]=[CH:6][CH:7]=1, predict the reactants needed to synthesize it. The reactants are: [Cl:1][C:2]1[CH:3]=[C:4]([CH2:8][N:9](C(=O)C(F)(F)F)[C:10]2[CH:19]=[C:18]([C:20]3[C:29]4[C:24](=[CH:25][C:26]([O:35][CH2:36][CH3:37])=[C:27]5[O:32][C:31]([CH3:34])([CH3:33])[CH2:30][C:28]5=4)[CH2:23][C:22]([CH3:39])([CH3:38])[N:21]=3)[CH:17]=[CH:16][C:11]=2[C:12]([O:14][CH3:15])=[O:13])[CH:5]=[CH:6][CH:7]=1.C(=O)([O-])[O-].[K+].[K+]. (5) Given the product [CH3:33][S:34]([O:25][CH2:24][CH2:23][C:11]1[CH:12]=[N:13][N:14]([C:15]2[CH:20]=[C:19]([C:21]#[N:22])[CH:18]=[CH:17][N:16]=2)[C:10]=1[O:9][CH2:8][C:5]1[CH:6]=[CH:7][C:2]([F:1])=[CH:3][CH:4]=1)(=[O:36])=[O:35], predict the reactants needed to synthesize it. The reactants are: [F:1][C:2]1[CH:7]=[CH:6][C:5]([CH2:8][O:9][C:10]2[N:14]([C:15]3[CH:20]=[C:19]([C:21]#[N:22])[CH:18]=[CH:17][N:16]=3)[N:13]=[CH:12][C:11]=2[CH2:23][CH2:24][OH:25])=[CH:4][CH:3]=1.CCN(CC)CC.[CH3:33][S:34](Cl)(=[O:36])=[O:35].O. (6) Given the product [NH2:8][C@H:9]1[CH2:15][CH2:14][CH:13]=[CH:12][CH2:2][N:11]([C:16]2[CH:21]=[CH:20][CH:19]=[CH:18][CH:17]=2)[C:10]1=[O:22], predict the reactants needed to synthesize it. The reactants are: F[C:2](F)(F)C(O)=O.[NH2:8][C@H:9]1[CH2:15][CH:14]=[CH:13][CH2:12][N:11]([C:16]2[CH:21]=[CH:20][CH:19]=[CH:18][CH:17]=2)[C:10]1=[O:22].C(OC(N[C@@H](CCC=C)C(O)=O)=O)(C)(C)C. (7) Given the product [C:18]1([C:21]2[CH:22]=[CH:23][CH:24]=[CH:25][CH:26]=2)[CH:19]=[CH:20][C:15]([CH:9]([N:6]2[C:5]3[CH:27]=[CH:28][C:2]([NH:1][S:35]([C:29]4[CH:34]=[CH:33][CH:32]=[CH:31][CH:30]=4)(=[O:37])=[O:36])=[CH:3][C:4]=3[N:8]=[CH:7]2)[CH2:10][C:11]([O:13][CH3:14])=[O:12])=[CH:16][CH:17]=1, predict the reactants needed to synthesize it. The reactants are: [NH2:1][C:2]1[CH:28]=[CH:27][C:5]2[N:6]([CH:9]([C:15]3[CH:20]=[CH:19][C:18]([C:21]4[CH:26]=[CH:25][CH:24]=[CH:23][CH:22]=4)=[CH:17][CH:16]=3)[CH2:10][C:11]([O:13][CH3:14])=[O:12])[CH:7]=[N:8][C:4]=2[CH:3]=1.[C:29]1([S:35](Cl)(=[O:37])=[O:36])[CH:34]=[CH:33][CH:32]=[CH:31][CH:30]=1.C(N(CC)C(C)C)(C)C.